From a dataset of Forward reaction prediction with 1.9M reactions from USPTO patents (1976-2016). Predict the product of the given reaction. (1) Given the reactants CC1(C)C(C)(C)OB([C:9]2[CH:21]=[CH:20][C:12]3[N:13]=[C:14]([NH:16][C:17](=[O:19])[CH3:18])[S:15][C:11]=3[CH:10]=2)O1.[CH3:23][O:24][C:25]1[N:30]=[C:29](Cl)[CH:28]=[C:27]([Cl:32])[N:26]=1.C([O-])([O-])=O.[Na+].[Na+], predict the reaction product. The product is: [Cl:32][C:27]1[N:26]=[C:25]([O:24][CH3:23])[N:30]=[C:29]([C:9]2[CH:21]=[CH:20][C:12]3[N:13]=[C:14]([NH:16][C:17](=[O:19])[CH3:18])[S:15][C:11]=3[CH:10]=2)[CH:28]=1. (2) Given the reactants [N:1]1([C:5]([CH:7]2[CH2:12][CH2:11][N:10]([CH:13]3[CH2:16][N:15]([CH2:17][CH2:18][C@@H:19]([C:36]4[CH:41]=[CH:40][C:39]([F:42])=[CH:38][CH:37]=4)[CH2:20][N:21]([CH3:35])[C:22](=[O:34])[C:23]4[CH:28]=[C:27]([C:29]([F:32])([F:31])[F:30])[CH:26]=[C:25]([Br:33])[CH:24]=4)[CH2:14]3)[CH2:9][CH2:8]2)=[O:6])[CH2:4]C[CH2:2]1.N1CC(N2CCC(C(N(C)C)=O)CC2)C1.[C:58]([OH:61])(=[O:60])C, predict the reaction product. The product is: [CH:58]([OH:61])=[O:60].[CH:58]([OH:61])=[O:60].[Br:33][C:25]1[CH:24]=[C:23]([CH:28]=[C:27]([C:29]([F:31])([F:30])[F:32])[CH:26]=1)[C:22]([N:21]([CH3:35])[CH2:20][C@H:19]([C:36]1[CH:37]=[CH:38][C:39]([F:42])=[CH:40][CH:41]=1)[CH2:18][CH2:17][N:15]1[CH2:14][CH:13]([N:10]2[CH2:11][CH2:12][CH:7]([C:5]([N:1]([CH3:2])[CH3:4])=[O:6])[CH2:8][CH2:9]2)[CH2:16]1)=[O:34]. (3) Given the reactants [CH2:1]([C:7]1[CH:11]=[CH:10][S:9][C:8]=1[CH:12]=O)[CH2:2][CH2:3][CH2:4][CH2:5][CH3:6].Cl.[NH2:15]O, predict the reaction product. The product is: [C:12]([C:8]1[S:9][CH:10]=[CH:11][C:7]=1[CH2:1][CH2:2][CH2:3][CH2:4][CH2:5][CH3:6])#[N:15]. (4) Given the reactants [CH2:1]([O:3][C:4](=[O:30])[CH2:5][N:6]1[C:15]2[C:10](=[C:11]([F:20])[CH:12]=[CH:13][C:14]=2[O:16][CH2:17][CH2:18][CH3:19])[C:9](=[O:21])[C:8]([C:22]2[CH:27]=[CH:26][C:25]([O:28]C)=[CH:24][CH:23]=2)=[CH:7]1)[CH3:2].ClCCl.B(Br)(Br)Br.O, predict the reaction product. The product is: [CH2:1]([O:3][C:4](=[O:30])[CH2:5][N:6]1[C:15]2[C:10](=[C:11]([F:20])[CH:12]=[CH:13][C:14]=2[O:16][CH2:17][CH2:18][CH3:19])[C:9](=[O:21])[C:8]([C:22]2[CH:27]=[CH:26][C:25]([OH:28])=[CH:24][CH:23]=2)=[CH:7]1)[CH3:2]. (5) Given the reactants [NH:1]([C:36]([O:38][C:39]([CH3:42])([CH3:41])[CH3:40])=[O:37])[C@H:2]([C:17]([N:19]1[CH2:35][CH2:34][CH2:33][C@H:20]1[C:21]([NH:23][CH2:24][CH2:25][CH2:26][C:27]1[CH:32]=[CH:31][CH:30]=[CH:29][CH:28]=1)=[O:22])=[O:18])[CH2:3][CH2:4][CH2:5][NH:6]C(OCC1C=CC=CC=1)=O.C(O)(C(F)(F)F)=O.[H][H], predict the reaction product. The product is: [NH:1]([C:36]([O:38][C:39]([CH3:42])([CH3:41])[CH3:40])=[O:37])[C@H:2]([C:17]([N:19]1[CH2:35][CH2:34][CH2:33][C@H:20]1[C:21]([NH:23][CH2:24][CH2:25][CH2:26][C:27]1[CH:32]=[CH:31][CH:30]=[CH:29][CH:28]=1)=[O:22])=[O:18])[CH2:3][CH2:4][CH2:5][NH2:6]. (6) The product is: [CH2:26]([O:33][C:3]1[N:8]=[C:7]([O:22][CH2:21][C:16]2[CH:17]=[CH:18][CH:19]=[CH:14][CH:15]=2)[C:6]([CH:10]([CH3:12])[CH3:11])=[C:5]([O:13][C:14]2[CH:19]=[C:18]([CH3:20])[CH:17]=[C:16]([CH:21]3[O:25][CH2:24][CH2:23][O:22]3)[CH:15]=2)[N:4]=1)[C:27]1[CH:32]=[CH:31][CH:30]=[CH:29][CH:28]=1. Given the reactants [Na].Cl[C:3]1[N:8]=[C:7](Cl)[C:6]([CH:10]([CH3:12])[CH3:11])=[C:5]([O:13][C:14]2[CH:19]=[C:18]([CH3:20])[CH:17]=[C:16]([CH:21]3[O:25][CH2:24][CH2:23][O:22]3)[CH:15]=2)[N:4]=1.[CH2:26]([OH:33])[C:27]1[CH:32]=[CH:31][CH:30]=[CH:29][CH:28]=1, predict the reaction product. (7) Given the reactants [Cl-].[CH:2]1([CH2:5][NH2+:6][CH2:7][CH2:8]Cl)[CH2:4][CH2:3]1.[Cl:10][C:11]1[C:16]([Cl:17])=[CH:15][CH:14]=[CH:13][C:12]=1[N:18]=[C:19]=[S:20], predict the reaction product. The product is: [Cl:10][C:11]1[C:16]([Cl:17])=[CH:15][CH:14]=[CH:13][C:12]=1[N:18]=[C:19]1[N:6]([CH2:5][CH:2]2[CH2:3][CH2:4]2)[CH2:7][CH2:8][S:20]1. (8) Given the reactants C(#N)C([CH2:4][C:5]#[N:6])O.[H-].[Na+].[CH3:10][N:11]1[CH2:16][CH2:15][N:14]([C:17]2[CH:28]=[C:21]3[C:22]([O:24][C:25](=O)[NH:26][C:20]3=[CH:19][CH:18]=2)=O)[CH2:13][CH2:12]1.C[N:30](C)C=O, predict the reaction product. The product is: [NH2:30][C:25]1[C:4]([C:5]#[N:6])=[C:22]([OH:24])[C:21]2[C:20](=[CH:19][CH:18]=[C:17]([N:14]3[CH2:13][CH2:12][N:11]([CH3:10])[CH2:16][CH2:15]3)[CH:28]=2)[N:26]=1. (9) Given the reactants ClCC(Cl)CCl.C1C(Cl)=C(Cl)C=C(Cl)C=1OCCO.[Cl:20][CH:21]([Cl:27])[C:22](Cl)([Cl:25])[CH2:23][Cl:24].[Cl:28][C:29]([Cl:35])([Cl:34])[CH:30]([Cl:33])[CH2:31]Cl.ClC(Cl)(Cl)C(Cl)(Cl)C, predict the reaction product. The product is: [Cl:33][C:30]([C:29]([Cl:35])([Cl:34])[Cl:28])=[CH2:31].[Cl:20][C:21]([Cl:27])=[C:22]([Cl:25])[CH2:23][Cl:24].